The task is: Predict the reactants needed to synthesize the given product.. This data is from Full USPTO retrosynthesis dataset with 1.9M reactions from patents (1976-2016). (1) Given the product [Br:1][C:2]1[C:3]([N:12]2[CH2:13][CH2:14][N:15]([CH2:18][C:20]3[C:27]([CH3:26])=[N:28][O:29][C:25]=3[CH3:24])[CH2:16][CH2:17]2)=[C:4]([N+:9]([O-:11])=[O:10])[C:5]([NH2:8])=[N:6][CH:7]=1, predict the reactants needed to synthesize it. The reactants are: [Br:1][C:2]1[C:3]([N:12]2[CH2:17][CH2:16][N:15]([CH:18]([C:20]3[CH:25]=[CH:24]C=CN=3)C)[CH2:14][CH2:13]2)=[C:4]([N+:9]([O-:11])=[O:10])[C:5]([NH2:8])=[N:6][CH:7]=1.[CH3:26][C:27]1C(CN2CCN(C(OC(C)(C)C)=O)CC2)=C(C)[O:29][N:28]=1.C(O)(C(F)(F)F)=O.BrC1C(Cl)=C([N+]([O-])=O)C(N)=NC=1. (2) Given the product [C:2]([C:3]1[CH2:4][CH2:5][C:6](=[O:7])[NH:12][N:13]=1)([CH3:11])([CH3:10])[CH3:1], predict the reactants needed to synthesize it. The reactants are: [CH3:1][C:2]([CH3:11])([CH3:10])[C:3](=O)[CH2:4][CH2:5][C:6](O)=[O:7].[NH2:12][NH2:13]. (3) Given the product [Cl:1][C:2]1[CH:3]=[C:4]([SH:39]([CH2:33][C:32]2[N:28]=[CH:29][NH:30][N:31]=2)[C:29]2[N:28]([CH:25]3[CH2:27][CH2:26]3)[C:32]([C:33]3[CH:38]=[CH:37][N:36]=[CH:35][CH:34]=3)=[N:31][N:30]=2)[CH:5]=[CH:6][CH:7]=1, predict the reactants needed to synthesize it. The reactants are: [Cl:1][C:2]1[CH:3]=[C:4](N2C=NC(COS(C)(=O)=O)=N2)[CH:5]=[CH:6][CH:7]=1.C(=O)([O-])[O-].[K+].[K+].[CH:25]1([N:28]2[C:32]([C:33]3[CH:38]=[CH:37][N:36]=[CH:35][CH:34]=3)=[N:31][NH:30][C:29]2=[S:39])[CH2:27][CH2:26]1.